This data is from Reaction yield outcomes from USPTO patents with 853,638 reactions. The task is: Predict the reaction yield, written as a fraction of the theoretical maximum amount of product (1.0 means a 100% yield; for example, 0.34 means a 34% yield). The reactants are [C:1]([C:4]1[CH:5]=[C:6]([C@:11]([NH:30][C:31]([NH:33][CH2:34][C:35]([F:38])([F:37])[F:36])=[O:32])([C:19]2[CH:24]=[CH:23][C:22]([F:25])=[C:21]([C:26]([F:29])([F:28])[F:27])[CH:20]=2)[CH2:12][C:13]2[CH:18]=[CH:17][CH:16]=[CH:15][CH:14]=2)[CH:7]=[C:8]([F:10])[CH:9]=1)(=[O:3])[CH3:2].[CH3:39][Li]. The catalyst is C1COCC1. The product is [F:25][C:22]1[CH:23]=[CH:24][C:19]([C@@:11]([NH:30][C:31]([NH:33][CH2:34][C:35]([F:38])([F:36])[F:37])=[O:32])([C:6]2[CH:5]=[C:4]([C:1]([OH:3])([CH3:39])[CH3:2])[CH:9]=[C:8]([F:10])[CH:7]=2)[CH2:12][C:13]2[CH:14]=[CH:15][CH:16]=[CH:17][CH:18]=2)=[CH:20][C:21]=1[C:26]([F:27])([F:28])[F:29]. The yield is 0.390.